Dataset: Peptide-MHC class II binding affinity with 134,281 pairs from IEDB. Task: Regression. Given a peptide amino acid sequence and an MHC pseudo amino acid sequence, predict their binding affinity value. This is MHC class II binding data. (1) The peptide sequence is GGRLAFQEFMIVPSG. The MHC is DRB3_0202 with pseudo-sequence DRB3_0202. The binding affinity (normalized) is 0.354. (2) The binding affinity (normalized) is 0.629. The peptide sequence is GLVVAMTFFEQVRRL. The MHC is DRB1_0405 with pseudo-sequence DRB1_0405. (3) The peptide sequence is ISDFRAAIANYHYDA. The binding affinity (normalized) is 0.395. The MHC is HLA-DQA10301-DQB10302 with pseudo-sequence HLA-DQA10301-DQB10302. (4) The peptide sequence is VWKRELNLLDKRQFE. The MHC is DRB1_1101 with pseudo-sequence DRB1_1101. The binding affinity (normalized) is 0.763. (5) The peptide sequence is YDKFLANRSTVLTGK. The MHC is DRB1_1001 with pseudo-sequence DRB1_1001. The binding affinity (normalized) is 0.457. (6) The peptide sequence is KPKVYQWFDLRKY. The MHC is DRB1_0401 with pseudo-sequence DRB1_0401. The binding affinity (normalized) is 0. (7) The peptide sequence is PCREQDELIGRGRVS. The MHC is DRB1_0701 with pseudo-sequence DRB1_0701. The binding affinity (normalized) is 0.502. (8) The peptide sequence is EQQWNFAGIEAAASA. The MHC is DRB1_0401 with pseudo-sequence DRB1_0401. The binding affinity (normalized) is 0.534. (9) The peptide sequence is TDATSILGIGTVLDQAETAG. The MHC is DRB1_1302 with pseudo-sequence DRB1_1302. The binding affinity (normalized) is 0.362. (10) The peptide sequence is YRKILRQRKIDRLID. The MHC is DRB1_1501 with pseudo-sequence DRB1_1501. The binding affinity (normalized) is 0.548.